From a dataset of NCI-60 drug combinations with 297,098 pairs across 59 cell lines. Regression. Given two drug SMILES strings and cell line genomic features, predict the synergy score measuring deviation from expected non-interaction effect. (1) Drug 1: CCCS(=O)(=O)NC1=C(C(=C(C=C1)F)C(=O)C2=CNC3=C2C=C(C=N3)C4=CC=C(C=C4)Cl)F. Drug 2: C1=NNC2=C1C(=O)NC=N2. Cell line: NCI-H460. Synergy scores: CSS=-1.25, Synergy_ZIP=-0.969, Synergy_Bliss=0.351, Synergy_Loewe=-3.04, Synergy_HSA=-3.01. (2) Drug 1: CC1CC2C3CCC4=CC(=O)C=CC4(C3(C(CC2(C1(C(=O)CO)O)C)O)F)C. Drug 2: CCC1=C2N=C(C=C(N2N=C1)NCC3=C[N+](=CC=C3)[O-])N4CCCCC4CCO. Cell line: NCI-H460. Synergy scores: CSS=53.9, Synergy_ZIP=-0.314, Synergy_Bliss=-1.76, Synergy_Loewe=-29.2, Synergy_HSA=0.0478. (3) Drug 1: CC1=C(C=C(C=C1)NC(=O)C2=CC=C(C=C2)CN3CCN(CC3)C)NC4=NC=CC(=N4)C5=CN=CC=C5. Drug 2: CCC1(CC2CC(C3=C(CCN(C2)C1)C4=CC=CC=C4N3)(C5=C(C=C6C(=C5)C78CCN9C7C(C=CC9)(C(C(C8N6C)(C(=O)OC)O)OC(=O)C)CC)OC)C(=O)OC)O.OS(=O)(=O)O. Cell line: HCT-15. Synergy scores: CSS=1.90, Synergy_ZIP=3.16, Synergy_Bliss=4.24, Synergy_Loewe=-1.61, Synergy_HSA=-0.213. (4) Drug 1: CC1CCC2CC(C(=CC=CC=CC(CC(C(=O)C(C(C(=CC(C(=O)CC(OC(=O)C3CCCCN3C(=O)C(=O)C1(O2)O)C(C)CC4CCC(C(C4)OC)O)C)C)O)OC)C)C)C)OC. Drug 2: CCN(CC)CCNC(=O)C1=C(NC(=C1C)C=C2C3=C(C=CC(=C3)F)NC2=O)C. Cell line: SW-620. Synergy scores: CSS=7.67, Synergy_ZIP=-0.749, Synergy_Bliss=5.12, Synergy_Loewe=3.55, Synergy_HSA=4.34. (5) Drug 1: CC1=CC2C(CCC3(C2CCC3(C(=O)C)OC(=O)C)C)C4(C1=CC(=O)CC4)C. Drug 2: C1=CC(=CC=C1CCCC(=O)O)N(CCCl)CCCl. Cell line: HOP-92. Synergy scores: CSS=17.2, Synergy_ZIP=-4.77, Synergy_Bliss=-13.7, Synergy_Loewe=-25.3, Synergy_HSA=-20.5. (6) Synergy scores: CSS=17.6, Synergy_ZIP=-1.76, Synergy_Bliss=1.83, Synergy_Loewe=3.37, Synergy_HSA=4.58. Cell line: SF-268. Drug 2: C1CCC(C(C1)N)N.C(=O)(C(=O)[O-])[O-].[Pt+4]. Drug 1: COC1=C(C=C2C(=C1)N=CN=C2NC3=CC(=C(C=C3)F)Cl)OCCCN4CCOCC4. (7) Drug 1: CCCS(=O)(=O)NC1=C(C(=C(C=C1)F)C(=O)C2=CNC3=C2C=C(C=N3)C4=CC=C(C=C4)Cl)F. Drug 2: CCCCC(=O)OCC(=O)C1(CC(C2=C(C1)C(=C3C(=C2O)C(=O)C4=C(C3=O)C=CC=C4OC)O)OC5CC(C(C(O5)C)O)NC(=O)C(F)(F)F)O. Cell line: HOP-92. Synergy scores: CSS=9.64, Synergy_ZIP=-0.00703, Synergy_Bliss=3.46, Synergy_Loewe=1.08, Synergy_HSA=2.37. (8) Cell line: HCT116. Drug 2: CN(C(=O)NC(C=O)C(C(C(CO)O)O)O)N=O. Synergy scores: CSS=50.4, Synergy_ZIP=4.10, Synergy_Bliss=12.9, Synergy_Loewe=-13.9, Synergy_HSA=4.64. Drug 1: CC1=C2C(C(=O)C3(C(CC4C(C3C(C(C2(C)C)(CC1OC(=O)C(C(C5=CC=CC=C5)NC(=O)C6=CC=CC=C6)O)O)OC(=O)C7=CC=CC=C7)(CO4)OC(=O)C)O)C)OC(=O)C.